Task: Predict the reaction yield, written as a fraction of the theoretical maximum amount of product (1.0 means a 100% yield; for example, 0.34 means a 34% yield).. Dataset: Reaction yield outcomes from USPTO patents with 853,638 reactions (1) The reactants are [NH:1]1[CH2:6][CH2:5][CH:4]([N:7]2[CH:11]=[C:10]([C:12]3[CH:17]=[CH:16][CH:15]=[CH:14][N:13]=3)[NH:9][C:8]2=[O:18])[CH2:3][CH2:2]1.[Cl:19][C:20]1[C:28]2[NH:27][N:26]=[CH:25][C:24]=2[C:23]2[CH2:29][N:30]([CH2:55][C:56]([CH3:59])([CH3:58])[CH3:57])[C:31](=[O:54])[C@H:32]([CH2:34][C:35](=[O:53])N3CCC(N4CC5C(=CC=CC=5)NC4=O)CC3)[CH2:33][C:22]=2[CH:21]=1. No catalyst specified. The product is [Cl:19][C:20]1[C:28]2[NH:27][N:26]=[CH:25][C:24]=2[C:23]2[CH2:29][N:30]([CH2:55][C:56]([CH3:59])([CH3:58])[CH3:57])[C:31](=[O:54])[C@H:32]([CH2:34][C:35](=[O:53])[N:1]3[CH2:2][CH2:3][CH:4]([N:7]4[CH:11]=[C:10]([C:12]5[CH:17]=[CH:16][CH:15]=[CH:14][N:13]=5)[NH:9][C:8]4=[O:18])[CH2:5][CH2:6]3)[CH2:33][C:22]=2[CH:21]=1. The yield is 0.370. (2) The reactants are [NH2:1][C:2]1[S:6][C:5]([Br:7])=[N:4][C:3]=1[C:8]([O:10][CH3:11])=[O:9].[C:12](O[C:12]([O:14][C:15]([CH3:18])([CH3:17])[CH3:16])=[O:13])([O:14][C:15]([CH3:18])([CH3:17])[CH3:16])=[O:13].C(N(CC)CC)C. The catalyst is C1COCC1.CN(C1C=CN=CC=1)C.CCOC(C)=O. The product is [Br:7][C:5]1[S:6][C:2]([NH:1][C:12]([O:14][C:15]([CH3:18])([CH3:17])[CH3:16])=[O:13])=[C:3]([C:8]([O:10][CH3:11])=[O:9])[N:4]=1. The yield is 0.720. (3) The reactants are [NH:1]([C:3]1[CH:11]=[CH:10][C:6]([C:7]([OH:9])=[O:8])=[CH:5][N:4]=1)[NH2:2].[C:12]([C:14]1[CH:19]=[CH:18][C:17]([C:20](=[CH:26]N(C)C)[C:21](OCC)=[O:22])=[CH:16][CH:15]=1)#[N:13].Cl.CCN(C(C)C)C(C)C. The product is [C:12]([C:14]1[CH:19]=[CH:18][C:17]([C:20]2[CH:26]=[N:2][N:1]([C:3]3[CH:11]=[CH:10][C:6]([C:7]([OH:9])=[O:8])=[CH:5][N:4]=3)[C:21]=2[OH:22])=[CH:16][CH:15]=1)#[N:13]. The yield is 0.770. The catalyst is CC(O)C. (4) The reactants are O[CH2:2][C:3]1[N:7]([C:8]2[CH:9]=[C:10]([C:14]3[CH2:20][C:19](=[O:21])[NH:18][C:17]4[CH:22]=[C:23]([C:27]([F:30])([F:29])[F:28])[C:24]([CH3:26])=[CH:25][C:16]=4[N:15]=3)[CH:11]=[CH:12][CH:13]=2)[N:6]=[N:5][CH:4]=1.S(Cl)(Cl)=O.[Cl-].[CH:36]1([NH2:39])[CH2:38][CH2:37]1. The catalyst is ClCCl.CN(C=O)C. The product is [CH:36]1([NH:39][CH2:2][C:3]2[N:7]([C:8]3[CH:9]=[C:10]([C:14]4[CH2:20][C:19](=[O:21])[NH:18][C:17]5[CH:22]=[C:23]([C:27]([F:30])([F:29])[F:28])[C:24]([CH3:26])=[CH:25][C:16]=5[N:15]=4)[CH:11]=[CH:12][CH:13]=3)[N:6]=[N:5][CH:4]=2)[CH2:38][CH2:37]1. The yield is 0.680. (5) The reactants are Br[C:2]1[CH:3]=[C:4]2[C:9](=[CH:10][CH:11]=1)[N:8]=[CH:7][C:6]([C:12]([CH:14]1[CH2:16][CH2:15]1)=[O:13])=[C:5]2[NH:17][C:18]1[CH:19]=[N:20][CH:21]=[C:22]([CH2:24][CH2:25][N:26]2[CH2:30][CH2:29][CH2:28][CH2:27]2)[CH:23]=1.[Cl:31][C:32]1[CH:37]=[C:36](B2OC(C)(C)C(C)(C)O2)[CH:35]=[C:34]([Cl:47])[C:33]=1[OH:48]. No catalyst specified. The product is [CH:14]1([C:12]([C:6]2[CH:7]=[N:8][C:9]3[C:4]([C:5]=2[NH:17][C:18]2[CH:19]=[N:20][CH:21]=[C:22]([CH2:24][CH2:25][N:26]4[CH2:27][CH2:28][CH2:29][CH2:30]4)[CH:23]=2)=[CH:3][C:2]([C:36]2[CH:37]=[C:32]([Cl:31])[C:33]([OH:48])=[C:34]([Cl:47])[CH:35]=2)=[CH:11][CH:10]=3)=[O:13])[CH2:15][CH2:16]1. The yield is 0.460. (6) The reactants are [Cl:1][C:2]1[N:7]=[C:6]([CH2:8][C:9]([C:11]2[CH:12]=[CH:13][C:14]([F:29])=[C:15]([NH:17][S:18]([C:21]3[C:26]([F:27])=[CH:25][CH:24]=[CH:23][C:22]=3[F:28])(=[O:20])=[O:19])[CH:16]=2)=O)[CH:5]=[CH:4][N:3]=1.C1C(=O)N(Br)C(=O)C1.[CH3:38][N:39]([CH3:43])[C:40]([NH2:42])=[S:41]. The catalyst is C(Cl)Cl. The product is [Cl:1][C:2]1[N:7]=[C:6]([C:8]2[S:41][C:40]([N:39]([CH3:43])[CH3:38])=[N:42][C:9]=2[C:11]2[CH:12]=[CH:13][C:14]([F:29])=[C:15]([NH:17][S:18]([C:21]3[C:26]([F:27])=[CH:25][CH:24]=[CH:23][C:22]=3[F:28])(=[O:20])=[O:19])[CH:16]=2)[CH:5]=[CH:4][N:3]=1. The yield is 0.140.